From a dataset of Catalyst prediction with 721,799 reactions and 888 catalyst types from USPTO. Predict which catalyst facilitates the given reaction. (1) Reactant: [CH3:1][C:2]([CH3:23])([CH3:22])[CH2:3][N:4]1[C:8]2[CH:9]=[CH:10][C:11]([C:13]3[CH:18]=[CH:17][CH:16]=[C:15]([OH:19])[CH:14]=3)=[CH:12][C:7]=2[N:6]([CH3:20])[C:5]1=[O:21].C1(P(C2C=CC=CC=2)C2C=CC=CC=2)C=CC=CC=1.[F:43][C:44]1[CH:51]=[CH:50][CH:49]=[CH:48][C:45]=1[CH2:46]O.N(C(OC(C)(C)C)=O)=NC(OC(C)(C)C)=O. Product: [CH3:1][C:2]([CH3:23])([CH3:22])[CH2:3][N:4]1[C:8]2[CH:9]=[CH:10][C:11]([C:13]3[CH:18]=[CH:17][CH:16]=[C:15]([O:19][CH2:46][C:45]4[CH:48]=[CH:49][CH:50]=[CH:51][C:44]=4[F:43])[CH:14]=3)=[CH:12][C:7]=2[N:6]([CH3:20])[C:5]1=[O:21]. The catalyst class is: 4. (2) Reactant: [CH3:1][C:2]1[S:3][C:4]2[C:9]([C:10](=[O:12])[CH:11]=1)=[CH:8][CH:7]=[CH:6][CH:5]=2.[I:13]I.S([O-])([O-])(=O)=S.[Na+].[Na+]. Product: [I:13][C:11]1[C:10](=[O:12])[C:9]2[C:4](=[CH:5][CH:6]=[CH:7][CH:8]=2)[S:3][C:2]=1[CH3:1]. The catalyst class is: 10. (3) Reactant: [CH3:1][C:2]1([CH3:13])[CH2:11][C:10]2[NH:9][C:8](=[O:12])[CH:7]=[CH:6][C:5]=2[CH2:4][CH2:3]1.C(N(CC)CC)C.[F:21][C:22]([F:35])([F:34])[S:23](O[S:23]([C:22]([F:35])([F:34])[F:21])(=[O:25])=[O:24])(=[O:25])=[O:24]. Product: [CH3:1][C:2]1([CH3:13])[CH2:11][C:10]2[N:9]=[C:8]([O:12][S:23]([C:22]([F:35])([F:34])[F:21])(=[O:25])=[O:24])[CH:7]=[CH:6][C:5]=2[CH2:4][CH2:3]1. The catalyst class is: 2. (4) Reactant: [C:1]1([C:7]2[NH:11][CH:10]=[C:9]([CH:12]=[O:13])[CH:8]=2)[CH:6]=[CH:5][CH:4]=[CH:3][CH:2]=1.[H-].[Na+].C1OCCOCCOCCOCCOC1.[C:31]1([S:37](Cl)(=[O:39])=[O:38])[CH:36]=[CH:35][CH:34]=[CH:33][CH:32]=1. Product: [C:1]1([C:7]2[N:11]([S:37]([C:31]3[CH:36]=[CH:35][CH:34]=[CH:33][CH:32]=3)(=[O:39])=[O:38])[CH:10]=[C:9]([CH:12]=[O:13])[CH:8]=2)[CH:6]=[CH:5][CH:4]=[CH:3][CH:2]=1. The catalyst class is: 334. (5) Product: [CH3:24][O:23][C:22]1[C:3](=[O:2])[C:4]([CH3:29])=[C:5]([CH2:6][C:7]2[CH:8]=[CH:9][C:10]([O:16][C:17](=[O:19])[CH3:18])=[C:11]([CH:15]=2)[C:12]([OH:14])=[O:13])[C:20](=[O:27])[C:21]=1[O:25][CH3:26]. The catalyst class is: 47. Reactant: C[O:2][C:3]1[C:4]([CH3:29])=[C:5]([C:20]([O:27]C)=[C:21]([O:25][CH3:26])[C:22]=1[O:23][CH3:24])[CH2:6][C:7]1[CH:8]=[CH:9][C:10]([O:16][C:17](=[O:19])[CH3:18])=[C:11]([CH:15]=1)[C:12]([OH:14])=[O:13].O=[N+]([O-])[O-].[O-][N+](=O)[O-].[O-][N+](=O)[O-].[O-][N+](=O)[O-].[O-][N+](=O)[O-].[O-][N+](=O)[O-].[Ce+4].[NH4+].[NH4+]. (6) Reactant: [N+:1]([C:4]1[CH:12]=[C:11]2[C:7]([C:8]([C:23]3[CH:28]=[CH:27][CH:26]=[CH:25][CH:24]=3)=[N:9][N:10]2[C:13]2[S:14][CH:15]=[C:16]([C:18]([O:20][CH2:21][CH3:22])=[O:19])[N:17]=2)=[CH:6][CH:5]=1)([O-])=O.[H][H]. The catalyst class is: 129. Product: [NH2:1][C:4]1[CH:12]=[C:11]2[C:7]([C:8]([C:23]3[CH:24]=[CH:25][CH:26]=[CH:27][CH:28]=3)=[N:9][N:10]2[C:13]2[S:14][CH:15]=[C:16]([C:18]([O:20][CH2:21][CH3:22])=[O:19])[N:17]=2)=[CH:6][CH:5]=1.